This data is from NCI-60 drug combinations with 297,098 pairs across 59 cell lines. The task is: Regression. Given two drug SMILES strings and cell line genomic features, predict the synergy score measuring deviation from expected non-interaction effect. (1) Drug 1: CC1=C(C=C(C=C1)NC(=O)C2=CC=C(C=C2)CN3CCN(CC3)C)NC4=NC=CC(=N4)C5=CN=CC=C5. Drug 2: CC=C1C(=O)NC(C(=O)OC2CC(=O)NC(C(=O)NC(CSSCCC=C2)C(=O)N1)C(C)C)C(C)C. Cell line: K-562. Synergy scores: CSS=88.9, Synergy_ZIP=11.3, Synergy_Bliss=10.8, Synergy_Loewe=-16.5, Synergy_HSA=5.27. (2) Drug 1: CN1CCC(CC1)COC2=C(C=C3C(=C2)N=CN=C3NC4=C(C=C(C=C4)Br)F)OC. Drug 2: CCC1(CC2CC(C3=C(CCN(C2)C1)C4=CC=CC=C4N3)(C5=C(C=C6C(=C5)C78CCN9C7C(C=CC9)(C(C(C8N6C=O)(C(=O)OC)O)OC(=O)C)CC)OC)C(=O)OC)O.OS(=O)(=O)O. Cell line: A549. Synergy scores: CSS=6.45, Synergy_ZIP=-3.67, Synergy_Bliss=-0.755, Synergy_Loewe=-3.27, Synergy_HSA=-2.36. (3) Drug 1: CN(C)C1=NC(=NC(=N1)N(C)C)N(C)C. Drug 2: CC1=CC=C(C=C1)C2=CC(=NN2C3=CC=C(C=C3)S(=O)(=O)N)C(F)(F)F. Cell line: HOP-92. Synergy scores: CSS=-2.90, Synergy_ZIP=-1.58, Synergy_Bliss=-5.64, Synergy_Loewe=-41.2, Synergy_HSA=-6.36. (4) Drug 1: CC1C(C(CC(O1)OC2CC(CC3=C2C(=C4C(=C3O)C(=O)C5=C(C4=O)C(=CC=C5)OC)O)(C(=O)C)O)N)O.Cl. Drug 2: C1=CC(=CC=C1C#N)C(C2=CC=C(C=C2)C#N)N3C=NC=N3. Cell line: NCIH23. Synergy scores: CSS=22.6, Synergy_ZIP=-2.81, Synergy_Bliss=-0.824, Synergy_Loewe=-23.8, Synergy_HSA=-0.0941. (5) Drug 1: CC1=CC=C(C=C1)C2=CC(=NN2C3=CC=C(C=C3)S(=O)(=O)N)C(F)(F)F. Cell line: CCRF-CEM. Drug 2: C1=NC(=NC(=O)N1C2C(C(C(O2)CO)O)O)N. Synergy scores: CSS=55.6, Synergy_ZIP=7.76, Synergy_Bliss=8.70, Synergy_Loewe=-10.9, Synergy_HSA=7.47. (6) Drug 1: CCC1=CC2CC(C3=C(CN(C2)C1)C4=CC=CC=C4N3)(C5=C(C=C6C(=C5)C78CCN9C7C(C=CC9)(C(C(C8N6C)(C(=O)OC)O)OC(=O)C)CC)OC)C(=O)OC. Drug 2: COCCOC1=C(C=C2C(=C1)C(=NC=N2)NC3=CC=CC(=C3)C#C)OCCOC. Cell line: T-47D. Synergy scores: CSS=39.3, Synergy_ZIP=-4.64, Synergy_Bliss=-3.81, Synergy_Loewe=1.04, Synergy_HSA=2.29.